From a dataset of Full USPTO retrosynthesis dataset with 1.9M reactions from patents (1976-2016). Predict the reactants needed to synthesize the given product. (1) The reactants are: [Cl:1][C:2]1[CH:7]=[CH:6][C:5]([C:8]2[CH:9]=[N:10][CH:11]=[C:12]3[C:17]=2[N:16]=[C:15]([C:18]([OH:20])=O)[CH:14]=[CH:13]3)=[CH:4][CH:3]=1.C(N(CC)C(C)C)(C)C.F[P-](F)(F)(F)(F)F.N1(OC(N(C)C)=[N+](C)C)C2N=CC=CC=2N=N1.[CH3:54][S:55]([NH:58][NH2:59])(=[O:57])=[O:56]. Given the product [Cl:1][C:2]1[CH:3]=[CH:4][C:5]([C:8]2[CH:9]=[N:10][CH:11]=[C:12]3[C:17]=2[N:16]=[C:15]([C:18]([NH:59][NH:58][S:55]([CH3:54])(=[O:57])=[O:56])=[O:20])[CH:14]=[CH:13]3)=[CH:6][CH:7]=1, predict the reactants needed to synthesize it. (2) Given the product [CH3:30][N:31]1[CH2:36][CH2:35][N:34]([C:27](=[O:28])[CH2:26][O:25][C:21]2[CH:20]=[C:19]3[C:24]([C:15]([C:8]4[C:7]([C:2]5[CH:3]=[CH:4][CH:5]=[CH:6][N:1]=5)=[N:11][N:10]5[CH2:12][CH2:13][CH2:14][C:9]=45)=[CH:16][CH:17]=[N:18]3)=[CH:23][CH:22]=2)[CH2:33][CH2:32]1, predict the reactants needed to synthesize it. The reactants are: [N:1]1[CH:6]=[CH:5][CH:4]=[CH:3][C:2]=1[C:7]1[C:8]([C:15]2[C:24]3[C:19](=[CH:20][C:21]([O:25][CH2:26][C:27](Cl)=[O:28])=[CH:22][CH:23]=3)[N:18]=[CH:17][CH:16]=2)=[C:9]2[CH2:14][CH2:13][CH2:12][N:10]2[N:11]=1.[CH3:30][N:31]1[CH2:36][CH2:35][NH:34][CH2:33][CH2:32]1. (3) Given the product [N:21]1([C:26]([C:28]2[CH:33]=[CH:32][C:31]([C:2]3[CH:20]=[CH:19][C:5]4[CH:6]=[C:7]([C:14]([O:16][CH2:17][CH3:18])=[O:15])[CH2:8][C:9]5[N:10]([CH2:11][CH2:12][N:13]=5)[C:4]=4[CH:3]=3)=[CH:30][CH:29]=2)=[O:27])[CH2:22][CH2:23][CH2:24][CH2:25]1, predict the reactants needed to synthesize it. The reactants are: Br[C:2]1[CH:20]=[CH:19][C:5]2[CH:6]=[C:7]([C:14]([O:16][CH2:17][CH3:18])=[O:15])[CH2:8][C:9]3[N:10]([CH2:11][CH2:12][N:13]=3)[C:4]=2[CH:3]=1.[N:21]1([C:26]([C:28]2[CH:33]=[CH:32][C:31](B(O)O)=[CH:30][CH:29]=2)=[O:27])[CH2:25][CH2:24][CH2:23][CH2:22]1.C([O-])([O-])=O.[Cs+].[Cs+].O.